From a dataset of Reaction yield outcomes from USPTO patents with 853,638 reactions. Predict the reaction yield, written as a fraction of the theoretical maximum amount of product (1.0 means a 100% yield; for example, 0.34 means a 34% yield). (1) The reactants are [C:1]1([C:7]2[CH:15]=[C:14]3[C:10]([CH2:11][C:12](=[O:16])[NH:13]3)=[CH:9][CH:8]=2)[CH:6]=[CH:5][CH:4]=[CH:3][CH:2]=1.[CH2:17]([N:19]([CH2:35][CH3:36])[CH2:20][CH2:21][CH2:22][NH:23][C:24]([C:26]1[C:30]([CH3:31])=[C:29]([CH:32]=O)[NH:28][C:27]=1[CH3:34])=[O:25])[CH3:18]. No catalyst specified. The product is [CH2:35]([N:19]([CH2:17][CH3:18])[CH2:20][CH2:21][CH2:22][NH:23][C:24]([C:26]1[C:30]([CH3:31])=[C:29]([CH:32]=[C:11]2[C:10]3[C:14](=[CH:15][C:7]([C:1]4[CH:2]=[CH:3][CH:4]=[CH:5][CH:6]=4)=[CH:8][CH:9]=3)[NH:13][C:12]2=[O:16])[NH:28][C:27]=1[CH3:34])=[O:25])[CH3:36]. The yield is 0.570. (2) The reactants are C(OC(N1C2C=CC=CC=2N=C1CN(C[C:30](=C)[CH2:31][CH2:32][N:33]1[C:41](=[O:42])[C:40]2[C:35](=[CH:36][CH:37]=[CH:38][CH:39]=2)[C:34]1=[O:43])C1C2N=CC=CC=2CCC1)=O)(C)(C)C.O.NN.[CH2:48]([OH:50])[CH3:49]. No catalyst specified. The product is [OH:50][CH2:48][CH2:49][C:31](=[CH2:30])[CH2:32][N:33]1[C:34](=[O:43])[C:35]2[C:40](=[CH:39][CH:38]=[CH:37][CH:36]=2)[C:41]1=[O:42]. The yield is 0.550. (3) The reactants are [Cl:1][C:2]1[CH:3]=[C:4]([CH:8]=[C:9]([O:11][CH:12]([F:14])[F:13])[CH:10]=1)[C:5]([OH:7])=O.C(Cl)(=O)C(Cl)=O.[CH3:21][NH:22][O:23][CH3:24].C(N(CC)CC)C. The catalyst is C(Cl)Cl.CN(C=O)C. The product is [Cl:1][C:2]1[CH:3]=[C:4]([CH:8]=[C:9]([O:11][CH:12]([F:14])[F:13])[CH:10]=1)[C:5]([N:22]([O:23][CH3:24])[CH3:21])=[O:7]. The yield is 0.930. (4) The reactants are [O:1]=[C:2]1[C:6]2[CH:7]=[CH:8][CH:9]=[CH:10][C:5]=2[C:4](=[O:11])[N:3]1[CH2:12][CH2:13][CH2:14][S:15]([O-:18])(=O)=[O:16].[K+].P(Cl)(Cl)(Cl)(Cl)[Cl:21]. The catalyst is ClCCl. The product is [Cl:21][S:15]([CH2:14][CH2:13][CH2:12][N:3]1[C:2](=[O:1])[C:6]2[CH:7]=[CH:8][CH:9]=[CH:10][C:5]=2[C:4]1=[O:11])(=[O:18])=[O:16]. The yield is 0.350. (5) The reactants are [CH3:1][NH:2][C:3]1[CH:8]=[CH:7][CH:6]=[CH:5][CH:4]=1.Cl[S:10]([N:13]=[C:14]=[O:15])(=[O:12])=[O:11].[Cl-].[Al+3].[Cl-].[Cl-]. The product is [CH3:1][N:2]1[C:3]2[CH:8]=[CH:7][CH:6]=[CH:5][C:4]=2[S:10](=[O:12])(=[O:11])[NH:13][C:14]1=[O:15]. The catalyst is [N+](CC)([O-])=O. The yield is 0.630. (6) The reactants are Br[CH2:2][C:3]([C:5]1[C:10]([CH3:11])=[CH:9][C:8]([NH:12][C:13](=[O:15])[CH3:14])=[CH:7][C:6]=1[CH3:16])=O.[NH2:17][C:18]([NH2:20])=[S:19]. The catalyst is CCO. The product is [NH2:20][C:18]1[S:19][CH:2]=[C:3]([C:5]2[C:10]([CH3:11])=[CH:9][C:8]([NH:12][C:13](=[O:15])[CH3:14])=[CH:7][C:6]=2[CH3:16])[N:17]=1. The yield is 0.860.